From a dataset of Catalyst prediction with 721,799 reactions and 888 catalyst types from USPTO. Predict which catalyst facilitates the given reaction. (1) Reactant: [CH3:1][S:2](Cl)(=[O:4])=[O:3].[C:6]([O:10][C:11]([NH:13][C:14]1[CH:19]=[CH:18][CH:17]=[CH:16][C:15]=1[NH:20][C:21]([C:23]1[CH:28]=[CH:27][C:26]([CH2:29][OH:30])=[CH:25][N:24]=1)=[O:22])=[O:12])([CH3:9])([CH3:8])[CH3:7].C(N(CC)CC)C.O. Product: [C:6]([O:10][C:11]([NH:13][C:14]1[CH:19]=[CH:18][CH:17]=[CH:16][C:15]=1[NH:20][C:21]([C:23]1[CH:28]=[CH:27][C:26]([CH2:29][O:30][S:2]([CH3:1])(=[O:4])=[O:3])=[CH:25][N:24]=1)=[O:22])=[O:12])([CH3:9])([CH3:7])[CH3:8]. The catalyst class is: 4. (2) Reactant: [CH3:1][N:2]([CH:10]1[CH2:15][CH2:14][N:13]([C:16]2[CH:21]=[CH:20][N:19]=[CH:18][N:17]=2)[CH2:12][CH2:11]1)C(=O)OC(C)(C)C.C([Cl:25])(=O)C. Product: [ClH:25].[ClH:25].[CH3:1][NH:2][CH:10]1[CH2:15][CH2:14][N:13]([C:16]2[CH:21]=[CH:20][N:19]=[CH:18][N:17]=2)[CH2:12][CH2:11]1. The catalyst class is: 621. (3) Reactant: C([Sn](CCCC)(CCCC)[C:6]([O:8]CC)=[CH2:7])CCC.I[C:20]1[CH:21]=[N:22][N:23]([CH3:32])[C:24]=1[C:25]1[CH:30]=[CH:29][C:28]([CH3:31])=[CH:27][CH:26]=1.[Cl-].[Li+]. Product: [CH3:32][N:23]1[C:24]([C:25]2[CH:30]=[CH:29][C:28]([CH3:31])=[CH:27][CH:26]=2)=[C:20]([C:6](=[O:8])[CH3:7])[CH:21]=[N:22]1. The catalyst class is: 427.